Dataset: Reaction yield outcomes from USPTO patents with 853,638 reactions. Task: Predict the reaction yield, written as a fraction of the theoretical maximum amount of product (1.0 means a 100% yield; for example, 0.34 means a 34% yield). The reactants are [F:1][C:2]1([F:18])[CH2:7][CH2:6][N:5]([CH:8]([C:12]2[CH:17]=[CH:16][CH:15]=[CH:14][CH:13]=2)[C:9]([OH:11])=[O:10])[CH2:4][CH2:3]1.[N:19]12[CH2:26][CH2:25][CH:22]([CH2:23][CH2:24]1)[C@@H:21](O)[CH2:20]2.C1CCC(N=C=NC2CCCCC2)CC1.C1C=CC2N(O)N=NC=2C=1. The catalyst is C1COCC1. The product is [F:18][C:2]1([F:1])[CH2:3][CH2:4][N:5]([CH:8]([C:12]2[CH:17]=[CH:16][CH:15]=[CH:14][CH:13]=2)[C:9]([O:11][C@@H:21]2[CH:22]3[CH2:25][CH2:26][N:19]([CH2:24][CH2:23]3)[CH2:20]2)=[O:10])[CH2:6][CH2:7]1. The yield is 0.476.